This data is from Forward reaction prediction with 1.9M reactions from USPTO patents (1976-2016). The task is: Predict the product of the given reaction. (1) Given the reactants [Br:1][C:2]1[CH2:7][CH2:6][C:5]([CH3:9])([CH3:8])[CH2:4][C:3]=1[CH:10]=O.C(O)(=O)C.[C:16]([O:20][C:21]([N:23]1[CH2:28][CH2:27][NH:26][CH2:25][CH2:24]1)=[O:22])([CH3:19])([CH3:18])[CH3:17].C(O[BH-](OC(=O)C)OC(=O)C)(=O)C.[Na+].[OH-].[Na+], predict the reaction product. The product is: [C:16]([O:20][C:21]([N:23]1[CH2:28][CH2:27][N:26]([CH2:10][C:3]2[CH2:4][C:5]([CH3:8])([CH3:9])[CH2:6][CH2:7][C:2]=2[Br:1])[CH2:25][CH2:24]1)=[O:22])([CH3:19])([CH3:17])[CH3:18]. (2) Given the reactants [NH2:1][C:2]1[C:11]([C:12]([O:14]N2C3C=C(Cl)C=CC=3N=N2)=O)=[C:5]2[N:6]=[CH:7][C:8]([F:10])=[CH:9][N:4]2[N:3]=1.[NH2:25][C:26]1[CH:27]=[N:28][CH:29]=[C:30]([F:45])[C:31]=1[N:32]1[CH2:37][CH2:36][CH:35]([C:38]([O:40][C:41]([CH3:44])([CH3:43])[CH3:42])=[O:39])[CH2:34][CH2:33]1.C(O)C, predict the reaction product. The product is: [NH2:1][C:2]1[C:11]([C:12]([NH:25][C:26]2[CH:27]=[N:28][CH:29]=[C:30]([F:45])[C:31]=2[N:32]2[CH2:37][CH2:36][CH:35]([C:38]([O:40][C:41]([CH3:43])([CH3:42])[CH3:44])=[O:39])[CH2:34][CH2:33]2)=[O:14])=[C:5]2[N:6]=[CH:7][C:8]([F:10])=[CH:9][N:4]2[N:3]=1. (3) Given the reactants [CH2:1]1[CH2:6][O:5][CH:4]=[CH:3][CH2:2]1.[Si:7]([Cl:11])([Cl:10])([Cl:9])[Cl:8], predict the reaction product. The product is: [Si:7]([Cl:11])([Cl:10])([Cl:9])[Cl:8].[CH2:1]1[CH2:6][O:5][CH:4]=[CH:3][CH2:2]1. (4) Given the reactants [F:1][C:2]([F:16])([F:15])[C:3]1[CH:4]=[C:5]2[C:9](=[CH:10][CH:11]=1)[NH:8][C:7]([C:12](O)=[O:13])=[CH:6]2.[H-].[Al+3].[Li+].[H-].[H-].[H-], predict the reaction product. The product is: [F:15][C:2]([F:1])([F:16])[C:3]1[CH:4]=[C:5]2[C:9](=[CH:10][CH:11]=1)[NH:8][C:7]([CH2:12][OH:13])=[CH:6]2.